Dataset: Catalyst prediction with 721,799 reactions and 888 catalyst types from USPTO. Task: Predict which catalyst facilitates the given reaction. (1) Reactant: CN(C(ON1N=NC2C=CC=NC1=2)=[N+](C)C)C.F[P-](F)(F)(F)(F)F.[F:25][C:26]1[CH:31]=[CH:30][C:29]([NH:32][C:33]2[C:34]3[C:41]([CH3:42])=[C:40]([C:43](OC)=[O:44])[S:39][C:35]=3[N:36]=[CH:37][N:38]=2)=[C:28]([O:47][CH:48]2[CH2:53][CH2:52][O:51][CH2:50][CH2:49]2)[CH:27]=1.CCN(C(C)C)C(C)C.[NH2:63][CH2:64][CH2:65][N:66]1[CH2:71][CH2:70][O:69][CH2:68][CH2:67]1. Product: [F:25][C:26]1[CH:31]=[CH:30][C:29]([NH:32][C:33]2[C:34]3[C:41]([CH3:42])=[C:40]([C:43]([NH:63][CH2:64][CH2:65][N:66]4[CH2:71][CH2:70][O:69][CH2:68][CH2:67]4)=[O:44])[S:39][C:35]=3[N:36]=[CH:37][N:38]=2)=[C:28]([O:47][CH:48]2[CH2:49][CH2:50][O:51][CH2:52][CH2:53]2)[CH:27]=1. The catalyst class is: 3. (2) Reactant: [Cl:1][C:2]1[C:3]([C:9]([F:12])([F:11])[F:10])=[N:4][C:5](Cl)=[CH:6][CH:7]=1.[F:13][C:14]1[CH:19]=[CH:18][C:17]([O:20][CH3:21])=[CH:16][C:15]=1B(O)O.C([O-])([O-])=O.[K+].[K+]. Product: [Cl:1][C:2]1[C:3]([C:9]([F:12])([F:11])[F:10])=[N:4][C:5]([C:15]2[CH:16]=[C:17]([O:20][CH3:21])[CH:18]=[CH:19][C:14]=2[F:13])=[CH:6][CH:7]=1. The catalyst class is: 77. (3) Reactant: Cl[C:2]1[C:11]2[N:12]=[C:13]([CH2:22][O:23][CH2:24][CH3:25])[N:14]([CH2:15][C:16]3[O:20][N:19]=[C:18]([CH3:21])[CH:17]=3)[C:10]=2[C:9]2[CH:8]=[CH:7][CH:6]=[CH:5][C:4]=2[N:3]=1.[NH3:26]. Product: [CH2:24]([O:23][CH2:22][C:13]1[N:14]([CH2:15][C:16]2[O:20][N:19]=[C:18]([CH3:21])[CH:17]=2)[C:10]2[C:9]3[CH:8]=[CH:7][CH:6]=[CH:5][C:4]=3[N:3]=[C:2]([NH2:26])[C:11]=2[N:12]=1)[CH3:25]. The catalyst class is: 5.